Dataset: NCI-60 drug combinations with 297,098 pairs across 59 cell lines. Task: Regression. Given two drug SMILES strings and cell line genomic features, predict the synergy score measuring deviation from expected non-interaction effect. (1) Drug 1: C1C(C(OC1N2C=C(C(=O)NC2=O)F)CO)O. Drug 2: CCC1=C2CN3C(=CC4=C(C3=O)COC(=O)C4(CC)O)C2=NC5=C1C=C(C=C5)O. Cell line: UACC62. Synergy scores: CSS=23.5, Synergy_ZIP=-2.55, Synergy_Bliss=2.48, Synergy_Loewe=-7.12, Synergy_HSA=-1.83. (2) Synergy scores: CSS=12.5, Synergy_ZIP=-0.315, Synergy_Bliss=0.206, Synergy_Loewe=-20.3, Synergy_HSA=-5.31. Drug 1: CC12CCC3C(C1CCC2O)C(CC4=C3C=CC(=C4)O)CCCCCCCCCS(=O)CCCC(C(F)(F)F)(F)F. Drug 2: C1CCC(C(C1)N)N.C(=O)(C(=O)[O-])[O-].[Pt+4]. Cell line: K-562. (3) Cell line: UACC-257. Synergy scores: CSS=-0.207, Synergy_ZIP=0.0479, Synergy_Bliss=0.233, Synergy_Loewe=0.334, Synergy_HSA=-0.739. Drug 2: COC1=C2C(=CC3=C1OC=C3)C=CC(=O)O2. Drug 1: CN1C(=O)N2C=NC(=C2N=N1)C(=O)N.